From a dataset of Full USPTO retrosynthesis dataset with 1.9M reactions from patents (1976-2016). Predict the reactants needed to synthesize the given product. Given the product [C:1]([O:5][C:6]([NH:8][CH:9]([C@H:22]([CH3:30])[CH2:23][CH:24]([CH3:29])[CH2:25][CH2:26][CH:27]=[CH2:28])[C:10]([N:12]1[CH2:16][C@H:15]([OH:17])[CH2:14][C@H:13]1[C:18]([OH:20])=[O:19])=[O:11])=[O:7])([CH3:4])([CH3:3])[CH3:2], predict the reactants needed to synthesize it. The reactants are: [C:1]([O:5][C:6]([NH:8][CH:9]([C@H:22]([CH3:30])[CH2:23][CH:24]([CH3:29])[CH2:25][CH2:26][CH:27]=[CH2:28])[C:10]([N:12]1[CH2:16][C@H:15]([OH:17])[CH2:14][C@H:13]1[C:18]([O:20]C)=[O:19])=[O:11])=[O:7])([CH3:4])([CH3:3])[CH3:2].[Li+].[OH-].CO.